Dataset: Peptide-MHC class I binding affinity with 185,985 pairs from IEDB/IMGT. Task: Regression. Given a peptide amino acid sequence and an MHC pseudo amino acid sequence, predict their binding affinity value. This is MHC class I binding data. The peptide sequence is PLTFGWCYKL. The MHC is HLA-B44:02 with pseudo-sequence HLA-B44:02. The binding affinity (normalized) is 0.